From a dataset of Retrosynthesis with 50K atom-mapped reactions and 10 reaction types from USPTO. Predict the reactants needed to synthesize the given product. Given the product COc1ccc(-c2ccccc2)c2sc(NC(=O)N(C)Cc3ccc(C)nc3)nc12, predict the reactants needed to synthesize it. The reactants are: CNCc1ccc(C)nc1.COc1ccc(-c2ccccc2)c2sc(NC(=O)OC(C)(C)C)nc12.